This data is from Reaction yield outcomes from USPTO patents with 853,638 reactions. The task is: Predict the reaction yield, written as a fraction of the theoretical maximum amount of product (1.0 means a 100% yield; for example, 0.34 means a 34% yield). (1) The reactants are Br[C:2]1[C:11]([O:12][CH:13]2[CH2:18][CH2:17][CH:16]([C:19]([CH3:22])([CH3:21])[CH3:20])[CH2:15][CH2:14]2)=[CH:10][CH:9]=[C:8]2[C:3]=1[CH:4]=[CH:5][C:6]([C@:23]1([CH3:29])[CH2:27][O:26][C:25](=[O:28])[NH:24]1)=[CH:7]2.ClCCl.C(=O)([O-])[O-].[Cs+].[Cs+].O1[CH2:43][CH2:42][CH2:41]C1. The yield is 0.580. The catalyst is O.C1C=CC(P(C2C=CC=CC=2)[C-]2C=CC=C2)=CC=1.C1C=CC(P(C2C=CC=CC=2)[C-]2C=CC=C2)=CC=1.Cl[Pd]Cl.[Fe+2]. The product is [C:19]([C@H:16]1[CH2:17][CH2:18][C@H:13]([O:12][C:11]2[C:2]([CH:41]3[CH2:42][CH2:43]3)=[C:3]3[C:8](=[CH:9][CH:10]=2)[CH:7]=[C:6]([C@:23]2([CH3:29])[CH2:27][O:26][C:25](=[O:28])[NH:24]2)[CH:5]=[CH:4]3)[CH2:14][CH2:15]1)([CH3:22])([CH3:21])[CH3:20]. (2) The reactants are S(=O)(=O)(O)O.[CH3:6][C:7]1[CH:15]=[CH:14][CH:13]=[CH:12][C:8]=1[C:9]([OH:11])=[O:10].O[CH2:17][NH:18][C:19](=[O:24])[C:20]([CH3:23])([CH3:22])[CH3:21]. The catalyst is O. The product is [CH3:21][C:20]([CH3:23])([CH3:22])[C:19]([NH:18][CH2:17][C:13]1[CH:14]=[CH:15][C:7]([CH3:6])=[C:8]([CH:12]=1)[C:9]([OH:11])=[O:10])=[O:24]. The yield is 0.280. (3) The reactants are C(OOC(C)(C)C)(C)(C)C.[CH3:11][S:12]([O:15][C:16]1[CH:21]=[CH:20][C:19]([C:22]2([C:30]3[CH:35]=[CH:34][C:33]([F:36])=[C:32]([Br:37])[CH:31]=3)[C:26](=[O:27])[N:25]([CH3:28])[C:24](=S)[NH:23]2)=[CH:18][CH:17]=1)(=[O:14])=[O:13].CO.[OH-].[NH4+:41]. No catalyst specified. The product is [CH3:11][S:12]([O:15][C:16]1[CH:21]=[CH:20][C:19]([C:22]2([C:30]3[CH:35]=[CH:34][C:33]([F:36])=[C:32]([Br:37])[CH:31]=3)[C:26](=[O:27])[N:25]([CH3:28])[C:24]([NH2:41])=[N:23]2)=[CH:18][CH:17]=1)(=[O:14])=[O:13]. The yield is 0.600.